This data is from Peptide-MHC class I binding affinity with 185,985 pairs from IEDB/IMGT. The task is: Regression. Given a peptide amino acid sequence and an MHC pseudo amino acid sequence, predict their binding affinity value. This is MHC class I binding data. The binding affinity (normalized) is 0.0847. The MHC is HLA-A25:01 with pseudo-sequence HLA-A25:01. The peptide sequence is QFLSFASLF.